This data is from Catalyst prediction with 721,799 reactions and 888 catalyst types from USPTO. The task is: Predict which catalyst facilitates the given reaction. (1) Reactant: C[O:2][C:3](=[O:40])[CH2:4][N:5]([CH2:17][C:18]1[CH:23]=[CH:22][C:21]([CH2:24][N:25]([CH2:33][C:34]2[N:35]([CH3:39])[CH:36]=[CH:37][N:38]=2)[CH2:26][C:27]2[N:28]([CH3:32])[CH:29]=[CH:30][N:31]=2)=[CH:20][CH:19]=1)[CH2:6][CH2:7][CH2:8][CH2:9][N:10]([CH2:14][CH2:15][CH3:16])[CH2:11][CH2:12][CH3:13]. Product: [CH3:39][N:35]1[CH:36]=[CH:37][N:38]=[C:34]1[CH2:33][N:25]([CH2:24][C:21]1[CH:22]=[CH:23][C:18]([CH2:17][N:5]([CH2:4][C:3]([OH:40])=[O:2])[CH2:6][CH2:7][CH2:8][CH2:9][N:10]([CH2:14][CH2:15][CH3:16])[CH2:11][CH2:12][CH3:13])=[CH:19][CH:20]=1)[CH2:26][C:27]1[N:28]([CH3:32])[CH:29]=[CH:30][N:31]=1. The catalyst class is: 33. (2) Reactant: [BH4-].[Na+].[CH3:3][C:4]1[CH:9]=[C:8]([O:10][CH2:11][C:12](=[O:14])[CH3:13])[CH:7]=[C:6]([CH3:15])[C:5]=1[C:16]1[CH:21]=[CH:20][CH:19]=[C:18]([CH2:22][O:23][C:24]2[CH:31]=[CH:30][C:27]([CH:28]=[O:29])=[CH:26][CH:25]=2)[CH:17]=1. Product: [OH:29][CH2:28][C:27]1[CH:26]=[CH:25][C:24]([O:23][CH2:22][C:18]2[CH:17]=[C:16]([C:5]3[C:4]([CH3:3])=[CH:9][C:8]([O:10][CH2:11][CH:12]([OH:14])[CH3:13])=[CH:7][C:6]=3[CH3:15])[CH:21]=[CH:20][CH:19]=2)=[CH:31][CH:30]=1. The catalyst class is: 5. (3) Reactant: [CH3:1][O:2][C:3]1[CH:8]=[CH:7][C:6]([NH:9][C:10](=[O:27])[C:11]2[CH:16]=[C:15]([CH2:17][NH:18]C(OC(C)(C)C)=O)[CH:14]=[CH:13][C:12]=2[Cl:26])=[CH:5][C:4]=1[C:28]([NH:30][C:31]1[CH:36]=[CH:35][C:34]([Br:37])=[CH:33][CH:32]=1)=[O:29]. Product: [CH3:1][O:2][C:3]1[CH:8]=[CH:7][C:6]([NH:9][C:10](=[O:27])[C:11]2[CH:16]=[C:15]([CH2:17][NH2:18])[CH:14]=[CH:13][C:12]=2[Cl:26])=[CH:5][C:4]=1[C:28]([NH:30][C:31]1[CH:32]=[CH:33][C:34]([Br:37])=[CH:35][CH:36]=1)=[O:29]. The catalyst class is: 12. (4) Reactant: [C:1]([N:5]1[C:9]([NH2:10])=[CH:8][C:7]([C:11]([CH3:14])([CH3:13])[CH3:12])=[N:6]1)([CH3:4])([CH3:3])[CH3:2].[C:15]1([CH3:23])[CH:20]=[CH:19][C:18]([CH:21]=O)=[CH:17][CH:16]=1.[CH3:24][CH2:25][C:26]([CH2:28]C=O)=[O:27]. Product: [C:1]([N:5]1[C:9]2[NH:10][CH:24]=[C:25]([C:26](=[O:27])[CH3:28])[CH:21]([C:18]3[CH:19]=[CH:20][C:15]([CH3:23])=[CH:16][CH:17]=3)[C:8]=2[C:7]([C:11]([CH3:14])([CH3:13])[CH3:12])=[N:6]1)([CH3:4])([CH3:3])[CH3:2]. The catalyst class is: 8. (5) Reactant: [Cl:1][C:2]1[CH:3]=[C:4]([CH:8]=[CH:9][C:10]=1[CH:11]([CH3:25])[C:12]([C:18]1[CH:23]=[CH:22][N:21]=[C:20]([Cl:24])[CH:19]=1)([OH:17])[C:13]([F:16])([F:15])[F:14])[C:5](O)=[O:6].[CH3:26][O:27][C:28](=[O:36])[C:29]1[CH:34]=[CH:33][C:32]([NH2:35])=[CH:31][CH:30]=1.CN1CCOCC1.CN(C(ON1N=NC2C=CC=CC1=2)=[N+](C)C)C.F[P-](F)(F)(F)(F)F. Product: [CH3:26][O:27][C:28](=[O:36])[C:29]1[CH:34]=[CH:33][C:32]([NH:35][C:5](=[O:6])[C:4]2[CH:8]=[CH:9][C:10]([CH:11]([CH3:25])[C:12]([C:18]3[CH:23]=[CH:22][N:21]=[C:20]([Cl:24])[CH:19]=3)([OH:17])[C:13]([F:16])([F:14])[F:15])=[C:2]([Cl:1])[CH:3]=2)=[CH:31][CH:30]=1. The catalyst class is: 35. (6) Reactant: O[O:2][S:3]([O-:5])=O.[K+].[Cl:7][C:8]1[CH:31]=[CH:30][C:11]([NH:12][C:13]2[C:22]3[C:17](=[CH:18][C:19]([O:25][CH2:26][CH2:27]SC)=[C:20]([O:23][CH3:24])[CH:21]=3)[N:16]=[CH:15][N:14]=2)=[C:10]([F:32])[CH:9]=1.[CH3:33]O. Product: [Cl:7][C:8]1[CH:31]=[CH:30][C:11]([NH:12][C:13]2[C:22]3[C:17](=[CH:18][C:19]([O:25][CH2:26][CH2:27][S:3]([CH3:33])(=[O:5])=[O:2])=[C:20]([O:23][CH3:24])[CH:21]=3)[N:16]=[CH:15][N:14]=2)=[C:10]([F:32])[CH:9]=1. The catalyst class is: 232.